Dataset: Reaction yield outcomes from USPTO patents with 853,638 reactions. Task: Predict the reaction yield, written as a fraction of the theoretical maximum amount of product (1.0 means a 100% yield; for example, 0.34 means a 34% yield). The reactants are [CH3:1][C:2]1[N:3]([C:7]2[CH:12]=[CH:11][C:10]([NH2:13])=[CH:9][CH:8]=2)[CH:4]=[CH:5][N:6]=1.[N+]([O-])(O)=O.[N:18]#[C:19][NH2:20].C(OCC)C. The catalyst is C(O)C. The product is [CH3:1][C:2]1[N:3]([C:7]2[CH:12]=[CH:11][C:10]([NH:13][C:19]([NH2:20])=[NH:18])=[CH:9][CH:8]=2)[CH:4]=[CH:5][N:6]=1. The yield is 0.760.